From a dataset of Reaction yield outcomes from USPTO patents with 853,638 reactions. Predict the reaction yield, written as a fraction of the theoretical maximum amount of product (1.0 means a 100% yield; for example, 0.34 means a 34% yield). (1) The reactants are C(O[BH-](OC(=O)C)OC(=O)C)(=O)C.[Na+].[O:15]([CH2:22][C:23]1[CH:31]=[C:26]2[CH:27]=[N:28][CH2:29][CH2:30][N:25]2[N:24]=1)[C:16]1[CH:21]=[CH:20][CH:19]=[CH:18][CH:17]=1.[F:32][C:33]1[CH:41]=[CH:40][C:36]([C:37](Cl)=[O:38])=[CH:35][CH:34]=1. The yield is 0.840. The product is [F:32][C:33]1[CH:41]=[CH:40][C:36]([C:37]([N:28]2[CH2:29][CH2:30][N:25]3[N:24]=[C:23]([CH2:22][O:15][C:16]4[CH:17]=[CH:18][CH:19]=[CH:20][CH:21]=4)[CH:31]=[C:26]3[CH2:27]2)=[O:38])=[CH:35][CH:34]=1. The catalyst is C(Cl)Cl.C([O-])([O-])=O.[Na+].[Na+]. (2) The reactants are [CH:1]1([N:4]2[CH2:9][CH2:8][N:7]([C:10]3[CH:15]=[CH:14][C:13]([N+:16]([O-])=O)=[CH:12][CH:11]=3)[CH2:6][CH2:5]2)[CH2:3][CH2:2]1.FC(F)(F)C(O)=O.[H][H]. The catalyst is CO.[Pd]. The product is [CH:1]1([N:4]2[CH2:5][CH2:6][N:7]([C:10]3[CH:15]=[CH:14][C:13]([NH2:16])=[CH:12][CH:11]=3)[CH2:8][CH2:9]2)[CH2:3][CH2:2]1. The yield is 1.00.